This data is from Reaction yield outcomes from USPTO patents with 853,638 reactions. The task is: Predict the reaction yield, written as a fraction of the theoretical maximum amount of product (1.0 means a 100% yield; for example, 0.34 means a 34% yield). (1) The reactants are Br[CH2:2][CH2:3][O:4][C:5]1[C:10]([O:11][CH2:12][CH2:13][CH:14]([C:16]2[CH:21]=[CH:20][C:19]([F:22])=[CH:18][CH:17]=2)[CH3:15])=[C:9]([O:23][CH3:24])[C:8]([Cl:25])=[C:7]([CH3:26])[C:6]=1[C:27](=[O:29])[CH3:28].[NH:30]1[CH2:35][CH2:34][CH2:33][CH2:32][CH2:31]1. No catalyst specified. The product is [Cl:25][C:8]1[C:7]([CH3:26])=[C:6]([C:27](=[O:29])[CH3:28])[C:5]([O:4][CH2:3][CH2:2][N:30]2[CH2:35][CH2:34][CH2:33][CH2:32][CH2:31]2)=[C:10]([O:11][CH2:12][CH2:13][CH:14]([C:16]2[CH:21]=[CH:20][C:19]([F:22])=[CH:18][CH:17]=2)[CH3:15])[C:9]=1[O:23][CH3:24]. The yield is 0.430. (2) The reactants are [C:1]([CH2:3][C:4]([O:6]CC)=O)#[N:2].[NH2:9][CH2:10][CH2:11][OH:12]. The catalyst is CCO. The product is [C:1]([CH2:3][C:4]([NH:9][CH2:10][CH2:11][OH:12])=[O:6])#[N:2]. The yield is 0.900. (3) The reactants are Cl[S:2]([N:5]=[C:6]=[O:7])(=[O:4])=[O:3].[C:8]([OH:12])([CH3:11])([CH3:10])[CH3:9].[N+:13]([C:16]1[CH:21]=[CH:20][C:19]([CH2:22][NH2:23])=[CH:18][CH:17]=1)([O-:15])=[O:14].C(N(CC)CC)C. The catalyst is ClCCl. The product is [N+:13]([C:16]1[CH:17]=[CH:18][C:19]([CH2:22][NH:23][S:2]([NH:5][C:6](=[O:7])[O:12][C:8]([CH3:11])([CH3:10])[CH3:9])(=[O:4])=[O:3])=[CH:20][CH:21]=1)([O-:15])=[O:14]. The yield is 0.510. (4) The reactants are [O:1]1[CH:5]=[CH:4][CH2:3][CH2:2]1.[Li]C(C)(C)C.[Sn:11](Cl)([CH2:20][CH2:21][CH2:22][CH3:23])([CH2:16][CH2:17][CH2:18][CH3:19])[CH2:12][CH2:13][CH2:14][CH3:15].[NH4+].[Cl-]. The catalyst is C1COCC1. The product is [CH2:20]([Sn:11]([CH2:12][CH2:13][CH2:14][CH3:15])([CH2:16][CH2:17][CH2:18][CH3:19])[C:5]1[O:1][CH2:2][CH2:3][CH:4]=1)[CH2:21][CH2:22][CH3:23]. The yield is 1.00.